This data is from HIV replication inhibition screening data with 41,000+ compounds from the AIDS Antiviral Screen. The task is: Binary Classification. Given a drug SMILES string, predict its activity (active/inactive) in a high-throughput screening assay against a specified biological target. (1) The molecule is O=C(c1ccccc1)N1C(=O)N(c2ccccc2)C(=Nc2ccccc2)C1=Nc1ccccc1. The result is 0 (inactive). (2) The compound is CN(C)C(=S)N=C1SC(=Nc2ccccc2)C(=Nc2ccccc2)N1c1ccc([N+](=O)[O-])cc1. The result is 0 (inactive).